Task: Predict the reaction yield, written as a fraction of the theoretical maximum amount of product (1.0 means a 100% yield; for example, 0.34 means a 34% yield).. Dataset: Reaction yield outcomes from USPTO patents with 853,638 reactions (1) The reactants are [NH2:1][C:2]1[CH:7]=[C:6]([CH3:8])[C:5]([NH:9][C:10](=[O:19])[CH2:11][C:12]2[CH:17]=[CH:16][CH:15]=[C:14]([F:18])[CH:13]=2)=[C:4]([Cl:20])[CH:3]=1.Cl[CH2:22][CH2:23][O:24][CH2:25][CH2:26]Cl.[I-].[K+].C(=O)(O)[O-].[Na+]. The catalyst is CN(C)C=O. The product is [Cl:20][C:4]1[CH:3]=[C:2]([N:1]2[CH2:26][CH2:25][O:24][CH2:23][CH2:22]2)[CH:7]=[C:6]([CH3:8])[C:5]=1[NH:9][C:10](=[O:19])[CH2:11][C:12]1[CH:17]=[CH:16][CH:15]=[C:14]([F:18])[CH:13]=1. The yield is 0.310. (2) The reactants are [I:1]I.[CH3:3][N:4]1[C:8]([C:9]([F:12])([F:11])[F:10])=[CH:7][C:6]([CH3:13])=[N:5]1. The catalyst is S(=O)(=O)(O)O. The product is [I:1][C:7]1[C:6]([CH3:13])=[N:5][N:4]([CH3:3])[C:8]=1[C:9]([F:10])([F:11])[F:12]. The yield is 0.860. (3) The reactants are [CH3:1][C:2]1[CH:7]=[CH:6][CH:5]=[CH:4][C:3]=1[OH:8].[S-:9][C:10]#[N:11].[Na+].[Na+].[Br-].BrBr.C([O-])(O)=O.[Na+]. The catalyst is CO. The product is [CH3:1][C:2]1[CH:7]=[C:6]([S:9][C:10]#[N:11])[CH:5]=[CH:4][C:3]=1[OH:8]. The yield is 0.673. (4) The reactants are [N+:1]([C:4]1[CH:5]=[N:6][CH:7]=[CH:8][C:9]=1[C:10]1[CH2:15][CH2:14][CH2:13][C:12](=[O:16])[CH:11]=1)([O-:3])=[O:2].[Cl-].[Cl-].[Cl-].[Ce+3].[BH4-].[Na+]. The catalyst is CCO. The product is [N+:1]([C:4]1[CH:5]=[N:6][CH:7]=[CH:8][C:9]=1[C:10]1[CH2:15][CH2:14][CH2:13][CH:12]([OH:16])[CH:11]=1)([O-:3])=[O:2]. The yield is 0.550. (5) The product is [Br:1][C:16]1[N:15]=[CH:14][C:13]([NH:18][C@@H:19]([CH3:22])[CH2:20][OH:21])=[C:12]([N+:9]([O-:11])=[O:10])[CH:17]=1. The reactants are [Br:1]N1C(=O)CCC1=O.[N+:9]([C:12]1[CH:17]=[CH:16][N:15]=[CH:14][C:13]=1[NH:18][C@@H:19]([CH3:22])[CH2:20][OH:21])([O-:11])=[O:10]. The catalyst is C(#N)C. The yield is 0.400.